From a dataset of Full USPTO retrosynthesis dataset with 1.9M reactions from patents (1976-2016). Predict the reactants needed to synthesize the given product. Given the product [Br:20][C:10]1[CH:11]=[C:12]2[C:7](=[CH:8][CH:9]=1)[NH:6][C:5](=[O:21])[C:4]([C:1](=[O:3])[CH:2]=[CH:26][C:25]1[CH:28]=[C:29]([O:32][CH3:33])[CH:30]=[CH:31][C:24]=1[O:23][CH3:22])=[C:13]2[C:14]1[CH:15]=[CH:16][CH:17]=[CH:18][CH:19]=1, predict the reactants needed to synthesize it. The reactants are: [C:1]([C:4]1[C:5](=[O:21])[NH:6][C:7]2[C:12]([C:13]=1[C:14]1[CH:19]=[CH:18][CH:17]=[CH:16][CH:15]=1)=[CH:11][C:10]([Br:20])=[CH:9][CH:8]=2)(=[O:3])[CH3:2].[CH3:22][O:23][C:24]1[CH:31]=[CH:30][C:29]([O:32][CH3:33])=[CH:28][C:25]=1[CH:26]=O.[OH-].[Na+].